Task: Predict the reaction yield, written as a fraction of the theoretical maximum amount of product (1.0 means a 100% yield; for example, 0.34 means a 34% yield).. Dataset: Reaction yield outcomes from USPTO patents with 853,638 reactions (1) The reactants are [F:1][C:2]1[CH:11]=[CH:10][C:9]([O:12][CH2:13][CH2:14][CH3:15])=[C:8]2[C:3]=1[C:4](=[O:41])[C:5]([C:28]1[CH:40]=[CH:39][C:31]([O:32][CH2:33][C:34]([O:36]CC)=O)=[CH:30][CH:29]=1)=[CH:6][N:7]2[CH2:16][C:17](=[O:27])[NH:18][CH2:19][CH2:20][N:21]1[CH2:26][CH2:25][O:24][CH2:23][CH2:22]1.[NH3:42].CO. No catalyst specified. The product is [F:1][C:2]1[CH:11]=[CH:10][C:9]([O:12][CH2:13][CH2:14][CH3:15])=[C:8]2[C:3]=1[C:4](=[O:41])[C:5]([C:28]1[CH:29]=[CH:30][C:31]([O:32][CH2:33][C:34]([NH2:42])=[O:36])=[CH:39][CH:40]=1)=[CH:6][N:7]2[CH2:16][C:17](=[O:27])[NH:18][CH2:19][CH2:20][N:21]1[CH2:26][CH2:25][O:24][CH2:23][CH2:22]1. The yield is 0.350. (2) The reactants are C(O)(C(F)(F)F)=O.[F:8][C:9]1[CH:10]=[C:11]([CH:44]=[CH:45][CH:46]=1)[O:12][C:13]1[C:14]([N:31]2[CH2:36][CH2:35][N:34](C(OC(C)(C)C)=O)[CH2:33][CH2:32]2)=[C:15]2[CH:21]=[N:20][N:19](CC3C=CC(OC)=CC=3)[C:16]2=[N:17][CH:18]=1.C(Cl)[Cl:48]. No catalyst specified. The product is [ClH:48].[ClH:48].[F:8][C:9]1[CH:10]=[C:11]([CH:44]=[CH:45][CH:46]=1)[O:12][C:13]1[C:14]([N:31]2[CH2:36][CH2:35][NH:34][CH2:33][CH2:32]2)=[C:15]2[CH:21]=[N:20][NH:19][C:16]2=[N:17][CH:18]=1. The yield is 0.990.